The task is: Binary Classification. Given a miRNA mature sequence and a target amino acid sequence, predict their likelihood of interaction.. This data is from Experimentally validated miRNA-target interactions with 360,000+ pairs, plus equal number of negative samples. (1) The miRNA is hsa-miR-4740-3p with sequence GCCCGAGAGGAUCCGUCCCUGC. The protein sequence of the target gene is MGSDRSALGRPGCTGSCLSSRASLLPLLLVLLDCLGHGTASKDAEVYAAENWLRLYGYLPQPSRHMSTMRSAQILASALAEMQSFYGIPVTGVLDEETKTWMKRPRCGVPDQFGVHVKANLRRRRKRYTLTGKAWNNYHLTFSIQNYTEKLGWYNSMEAVRRAFQVWEQVTPLVFQEVSYDDIRLRRRAEADIMVLFASGFHGDSSPFDGVGGFLAHAYFPGPGLGGDTHFDADEPWTFSSTDLHGISLFLVAVHELGHALGLEHSSNPSAIMAPFYQWMDTDNFQLPEDDLRGIQQLYG.... Result: 0 (no interaction). (2) The miRNA is hsa-miR-6808-5p with sequence CAGGCAGGGAGGUGGGACCAUG. The protein sequence of the target gene is MAQLRRGHLTFRDVAIEFSQEEWKCLDPVQKALYRDVMLENYRNLVSLGICLPDLSIISMMKQRTEPWTVENEMKVAKNPDRWEGIKDINTGRSCAVRSKAGNKPITNQLGLTFQLPLPELEIFQGEGKIYECNQVQKFISHSSSVSPLQRIYSGVKTHIFNKHRNDFVDFPLLSQEQKAHIRRKPYECNEQGKVFRVSSSLPNHQVIHTADKPNRCHECGKTVRDKSGLAEHWRIRTGEKPYKCKECGKLFNRIAYLARHEKVHTGESPYKCNECGKVFSRITYLVRHQKIHTREKPHK.... Result: 1 (interaction). (3) The protein sequence of the target gene is MALSAETESHIYRALRTASGAAAHLVALGFTIFVAVLARPGSSLFSWHPVLMSLAFSFLMTEALLVFSPESSLLHSLSRKGRARCHWVLQLLALLCALLGLGLVILHKEQLGKAHLVTRHGQAGLLAVLWAGLQCSGGVGLLYPKLLPRWPLAKLKLYHATSGLVGYLLGSASLLLGMCSLWFTASVTGAAWYLAVLCPVLTSLVIMNQVSNAYLYRKRIQP. The miRNA is hsa-miR-5582-5p with sequence UAGGCACACUUAAAGUUAUAGC. Result: 0 (no interaction). (4) Result: 0 (no interaction). The protein sequence of the target gene is MASLRRVKVLLVLNLIAVAGFVLFLAKCRPIAVRSGDAFHEIRPRAEVANLSAHSASPIQDAVLKRLSLLEDIVYRQLNGLSKSLGLIEGYGGRGKGGLPATLSPAEEEKAKGPHEKYGYNSYLSEKISLDRSIPDYRPTKCKELKYSKDLPQISIIFIFVNEALSVILRSVHSAVNHTPTHLLKEIILVDDNSDEEELKVPLEEYVHKRYPGLVKVVRNQKREGLIRARIEGWKVATGQVTGFFDAHVEFTAGWAEPVLSRIQENRKRVILPSIDNIKQDNFEVQRYENSAHGYSWELW.... The miRNA is hsa-miR-3130-5p with sequence UACCCAGUCUCCGGUGCAGCC.